This data is from Peptide-MHC class II binding affinity with 134,281 pairs from IEDB. The task is: Regression. Given a peptide amino acid sequence and an MHC pseudo amino acid sequence, predict their binding affinity value. This is MHC class II binding data. (1) The peptide sequence is STWLLKPGAGIMIFD. The MHC is DRB4_0101 with pseudo-sequence DRB4_0103. The binding affinity (normalized) is 0.459. (2) The peptide sequence is LAKYKANWIEIMRIK. The MHC is DRB1_1101 with pseudo-sequence DRB1_1101. The binding affinity (normalized) is 0.275. (3) The peptide sequence is AKFKFMLNVSYLCHL. The MHC is DRB1_0101 with pseudo-sequence DRB1_0101. The binding affinity (normalized) is 0.522. (4) The MHC is HLA-DPA10301-DPB10402 with pseudo-sequence HLA-DPA10301-DPB10402. The peptide sequence is EHKYFAATQFEPLAA. The binding affinity (normalized) is 0.768. (5) The peptide sequence is VNYWFAPGAAAAPLS. The MHC is DRB1_0802 with pseudo-sequence DRB1_0802. The binding affinity (normalized) is 0.427.